Task: Predict the reactants needed to synthesize the given product.. Dataset: Full USPTO retrosynthesis dataset with 1.9M reactions from patents (1976-2016) (1) Given the product [C:18]([O:21][C:22]([NH:1][C:2]1([C:7]([OH:9])=[O:8])[CH2:6][CH2:5][CH2:4][CH2:3]1)=[O:23])([CH3:20])([CH3:19])[CH3:17], predict the reactants needed to synthesize it. The reactants are: [NH2:1][C:2]1([C:7]([OH:9])=[O:8])[CH2:6][CH2:5][CH2:4][CH2:3]1.CCN(CC)CC.[CH3:17][C:18]([O:21][C:22](O[C:22]([O:21][C:18]([CH3:20])([CH3:19])[CH3:17])=[O:23])=[O:23])([CH3:20])[CH3:19]. (2) Given the product [C:11]([O:10][C:8](=[O:9])[NH:15][CH2:16][CH2:17][NH:18][C:20]1[O:21][C:22]2[CH:28]=[CH:27][C:26]([Cl:29])=[CH:25][C:23]=2[N:24]=1)([CH3:12])([CH3:13])[CH3:14], predict the reactants needed to synthesize it. The reactants are: C(N(CC)CC)C.[C:8]([NH:15][CH2:16][CH2:17][NH2:18])([O:10][C:11]([CH3:14])([CH3:13])[CH3:12])=[O:9].Cl[C:20]1[O:21][C:22]2[CH:28]=[CH:27][C:26]([Cl:29])=[CH:25][C:23]=2[N:24]=1. (3) Given the product [OH:28][C:22]1([C:18]2[CH:19]=[CH:20][CH:21]=[C:16]([O:15][CH3:14])[CH:17]=2)[CH2:27][CH2:26][CH2:25][N:24]([C:11]([C:2]2[CH:3]=[CH:4][C:5]3[C:10](=[CH:9][CH:8]=[CH:7][CH:6]=3)[CH:1]=2)=[O:12])[CH2:23]1, predict the reactants needed to synthesize it. The reactants are: [CH:1]1[C:10]2[C:5](=[CH:6][CH:7]=[CH:8][CH:9]=2)[CH:4]=[CH:3][C:2]=1[C:11](Cl)=[O:12].[CH3:14][O:15][C:16]1[CH:17]=[C:18]([C:22]2([OH:28])[CH2:27][CH2:26][CH2:25][NH:24][CH2:23]2)[CH:19]=[CH:20][CH:21]=1.